Task: Predict which catalyst facilitates the given reaction.. Dataset: Catalyst prediction with 721,799 reactions and 888 catalyst types from USPTO (1) Reactant: [CH2:1]([C@H:3]1[CH2:7][NH:6][CH2:5][C@H:4]1[C:8]([O:10]CC)=[O:9])[CH3:2].Cl.[C:14](=O)([O:23]N1C(=O)CCC1=O)[O:15][CH2:16][C:17]1[CH:22]=[CH:21][CH:20]=[CH:19][CH:18]=1. Product: [CH2:16]([O:15][C:14]([N:6]1[CH2:7][C@H:3]([CH2:1][CH3:2])[C@H:4]([C:8]([OH:10])=[O:9])[CH2:5]1)=[O:23])[C:17]1[CH:22]=[CH:21][CH:20]=[CH:19][CH:18]=1. The catalyst class is: 28. (2) Product: [C:27]([OH:36])(=[O:35])[C@@H:28]([C@H:30]([C:32]([OH:34])=[O:33])[OH:31])[OH:29].[CH:1]([C@H:14]1[C:19](=[O:20])[CH:18]2[CH2:17][CH2:16][N:15]1[CH2:22][CH2:21]2)([C:2]1[CH:7]=[CH:6][CH:5]=[CH:4][CH:3]=1)[C:8]1[CH:13]=[CH:12][CH:11]=[CH:10][CH:9]=1. Reactant: [CH:1]([CH:14]1[C:19](=[O:20])[CH:18]2[CH2:21][CH2:22][N:15]1[CH2:16][CH2:17]2)([C:8]1[CH:13]=[CH:12][CH:11]=[CH:10][CH:9]=1)[C:2]1[CH:7]=[CH:6][CH:5]=[CH:4][CH:3]=1.C(O)(=O)C.[C:27]([OH:36])(=[O:35])[C@@H:28]([C@H:30]([C:32]([OH:34])=[O:33])[OH:31])[OH:29]. The catalyst class is: 8. (3) Reactant: [H-].[Al+3].[Li+].[H-].[H-].[H-].[CH2:7]([C:9]1[C:14]([C:15](OCC)=[O:16])=[CH:13][CH:12]=[CH:11][N:10]=1)[CH3:8]. Product: [CH2:7]([C:9]1[C:14]([CH2:15][OH:16])=[CH:13][CH:12]=[CH:11][N:10]=1)[CH3:8]. The catalyst class is: 1. (4) Reactant: Cl.C(N=C=NCCCN(C)C)C.C(N(CC)CC)C.[C:20]([NH:26][C@H:27]([C:30]([OH:32])=O)[CH2:28][OH:29])(=[O:25])[C:21]([CH3:24])([CH3:23])[CH3:22].[CH:33]1[C:43]2[CH:42]=[CH:41][C:40]3[CH:44]=[CH:45][CH:46]=[CH:47][C:39]=3[C:38](=[C:48]3[CH2:53][CH2:52][NH:51][CH2:50][CH2:49]3)[C:37]=2[CH:36]=[CH:35][CH:34]=1.Cl. Product: [CH:33]1[C:43]2[CH:42]=[CH:41][C:40]3[CH:44]=[CH:45][CH:46]=[CH:47][C:39]=3[C:38](=[C:48]3[CH2:49][CH2:50][N:51]([C:30](=[O:32])[C@@H:27]([NH:26][C:20](=[O:25])[C:21]([CH3:22])([CH3:23])[CH3:24])[CH2:28][OH:29])[CH2:52][CH2:53]3)[C:37]=2[CH:36]=[CH:35][CH:34]=1. The catalyst class is: 4.